This data is from Forward reaction prediction with 1.9M reactions from USPTO patents (1976-2016). The task is: Predict the product of the given reaction. (1) Given the reactants [NH2:1][CH2:2][C@@:3]1([OH:11])[CH:8]2[CH2:9][CH2:10][N:5]([CH2:6][CH2:7]2)[CH2:4]1.Cl.CCN(C(C)C)C(C)C.C([O-])([O-])=O.[Cs+].[Cs+].[Cl:28][C:29]1[CH:30]=[CH:31][C:32]2[O:36][C:35]([N:37]=[C:38](SC)SC)=[N:34][C:33]=2[CH:43]=1, predict the reaction product. The product is: [Cl:28][C:29]1[CH:30]=[CH:31][C:32]2[O:36][C:35]([NH:37][C:38]3[O:11][C@:3]4([CH2:2][N:1]=3)[CH:8]3[CH2:7][CH2:6][N:5]([CH2:10][CH2:9]3)[CH2:4]4)=[N:34][C:33]=2[CH:43]=1. (2) Given the reactants Br[C:2]1[CH:3]=[C:4]2[C:9](=[CH:10][CH:11]=1)[CH2:8][CH:7]([N:12]1[CH2:16][CH2:15][CH2:14][CH2:13]1)[CH2:6][CH2:5]2.[NH:17]1[CH2:21][CH2:20][CH2:19][C@H:18]1[CH2:22][N:23]1[CH2:27][CH2:26][CH2:25][CH2:24]1.BrC1C=C2C(=CC=1)C[C:34](=[O:39])CC2.N1CCCC1, predict the reaction product. The product is: [N:23]1([CH2:22][CH:18]2[CH2:19][CH2:20][CH2:21][N:17]2[C:34]([C:2]2[CH:11]=[CH:10][C:9]3[CH2:8][CH:7]([N:12]4[CH2:16][CH2:15][CH2:14][CH2:13]4)[CH2:6][CH2:5][C:4]=3[CH:3]=2)=[O:39])[CH2:27][CH2:26][CH2:25][CH2:24]1. (3) Given the reactants [CH:1]1([O:5][C:6]2[CH:12]=[CH:11][C:9]([NH2:10])=[CH:8][C:7]=2[O:13][CH3:14])[CH2:4][CH2:3][CH2:2]1.CCN(C(C)C)C(C)C.[Br:24][C:25]1[N:26]=[C:27](Br)[C:28]2[N:29]([CH:31]=[CH:32][N:33]=2)[CH:30]=1, predict the reaction product. The product is: [Br:24][C:25]1[N:26]=[C:27]([NH:10][C:9]2[CH:11]=[CH:12][C:6]([O:5][CH:1]3[CH2:4][CH2:3][CH2:2]3)=[C:7]([O:13][CH3:14])[CH:8]=2)[C:28]2[N:29]([CH:31]=[CH:32][N:33]=2)[CH:30]=1. (4) Given the reactants [F:1][C:2]1[CH:8]=[CH:7][C:5]([NH2:6])=[CH:4][C:3]=1[O:9]C.B(Br)(Br)Br.CO, predict the reaction product. The product is: [NH2:6][C:5]1[CH:7]=[CH:8][C:2]([F:1])=[C:3]([OH:9])[CH:4]=1. (5) Given the reactants [CH2:1]([O:3][C:4](=[O:18])[C:5]([CH3:17])([O:7][C:8]1[CH:13]=[CH:12][C:11]([CH2:14][NH:15][CH3:16])=[CH:10][CH:9]=1)[CH3:6])[CH3:2].[F:19][C:20]([F:36])([F:35])[O:21][C:22]1[CH:27]=[CH:26][C:25]([C:28]#[C:29][CH2:30][CH2:31][C:32]([OH:34])=O)=[CH:24][CH:23]=1, predict the reaction product. The product is: [CH2:1]([O:3][C:4](=[O:18])[C:5]([CH3:17])([O:7][C:8]1[CH:9]=[CH:10][C:11]([CH2:14][N:15]([CH3:16])[C:32](=[O:34])[CH2:31][CH2:30][C:29]#[C:28][C:25]2[CH:24]=[CH:23][C:22]([O:21][C:20]([F:19])([F:36])[F:35])=[CH:27][CH:26]=2)=[CH:12][CH:13]=1)[CH3:6])[CH3:2].